This data is from Full USPTO retrosynthesis dataset with 1.9M reactions from patents (1976-2016). The task is: Predict the reactants needed to synthesize the given product. (1) Given the product [ClH:17].[NH2:8][C:9]([CH3:16])([CH3:15])[C:10]([O:12][CH2:13][CH3:14])=[O:11], predict the reactants needed to synthesize it. The reactants are: C(OC([NH:8][C:9]([CH3:16])([CH3:15])[C:10]([O:12][CH2:13][CH3:14])=[O:11])=O)(C)(C)C.[ClH:17].O1CCOCC1. (2) The reactants are: C([S@]([NH:7][C@@H:8]([C:10]1[CH:15]=[CH:14][C:13]([NH:16][S:17]([CH3:20])(=[O:19])=[O:18])=[C:12]([CH3:21])[CH:11]=1)[CH3:9])=O)(C)(C)C.[ClH:22].CO. Given the product [ClH:22].[NH2:7][C@@H:8]([C:10]1[CH:15]=[CH:14][C:13]([NH:16][S:17]([CH3:20])(=[O:19])=[O:18])=[C:12]([CH3:21])[CH:11]=1)[CH3:9], predict the reactants needed to synthesize it. (3) The reactants are: C(OC(=O)C1C=CC([CH2:11][C:12]2[O:16][N:15]=[C:14]([CH2:17][O:18][C:19]3[CH:24]=[CH:23][C:22]([C:25](=[O:27])[CH3:26])=[C:21]([OH:28])[C:20]=3[Cl:29])[N:13]=2)=CC=1)C.[CH2:31]([O:33][C:34](=[O:49])[C:35]1[CH:40]=[CH:39][CH:38]=[C:37](CC2ON=C(CO)N=2)[CH:36]=1)[CH3:32]. Given the product [CH2:31]([O:33][C:34](=[O:49])[C:35]1[CH:40]=[CH:39][CH:38]=[C:37]([CH2:11][C:12]2[O:16][N:15]=[C:14]([CH2:17][O:18][C:19]3[CH:24]=[CH:23][C:22]([C:25](=[O:27])[CH3:26])=[C:21]([OH:28])[C:20]=3[Cl:29])[N:13]=2)[CH:36]=1)[CH3:32], predict the reactants needed to synthesize it. (4) Given the product [Cl:21][C:16]1[NH:17][C:18]2[C:19](=[O:20])[N:11]([CH2:10][CH2:9][CH2:8][C:4]3[CH:5]=[CH:6][CH:7]=[C:2]([O:42][C:36]4[CH:41]=[CH:40][CH:39]=[CH:38][CH:37]=4)[CH:3]=3)[C:12](=[O:27])[N:13]([CH2:22][CH2:23][CH2:24][CH2:25][CH3:26])[C:14]=2[N:15]=1, predict the reactants needed to synthesize it. The reactants are: Br[C:2]1[CH:3]=[C:4]([CH2:8][CH2:9][CH2:10][N:11]2[C:19](=[O:20])[C:18]3[NH:17][C:16]([Cl:21])=[N:15][C:14]=3[N:13]([CH2:22][CH2:23][CH2:24][CH2:25][CH3:26])[C:12]2=[O:27])[CH:5]=[CH:6][CH:7]=1.Cl.CN(C)CC(O)=O.[C:36]1([OH:42])[CH:41]=[CH:40][CH:39]=[CH:38][CH:37]=1.C(=O)([O-])[O-].[Cs+].[Cs+].